Predict the reactants needed to synthesize the given product. From a dataset of Full USPTO retrosynthesis dataset with 1.9M reactions from patents (1976-2016). (1) Given the product [CH2:1]([NH:3][C:4]1[S:5][CH:6]2[O:12][CH:11]([C:13]([N:30]([CH3:31])[CH3:29])=[O:15])[CH:10]([OH:16])[CH:9]([OH:17])[CH:7]2[N:8]=1)[CH3:2], predict the reactants needed to synthesize it. The reactants are: [CH2:1]([NH:3][C:4]1[S:5][C@H:6]2[O:12][C@H:11]([C:13]([OH:15])=O)[C@@H:10]([OH:16])[C@H:9]([OH:17])[C@H:7]2[N:8]=1)[CH3:2].ON1C2C=CC=CC=2N=N1.Cl.[CH3:29][N:30](C)[CH2:31]CCN=C=NCC.Cl.CNC.CCN(C(C)C)C(C)C. (2) Given the product [Br:1][C:2]1[CH:10]=[C:9]2[C:5]([CH:6]=[N:7][N:8]2[S:11]([C:14]2[CH:19]=[CH:18][CH:17]=[CH:16][CH:15]=2)(=[O:13])=[O:12])=[C:4]([C:20]2[O:21][C:22]([CH2:25][N:30]3[CH2:29][C@H:28]([CH3:27])[O:33][C@H:32]([CH3:34])[CH2:31]3)=[N:23][N:24]=2)[CH:3]=1, predict the reactants needed to synthesize it. The reactants are: [Br:1][C:2]1[CH:10]=[C:9]2[C:5]([CH:6]=[N:7][N:8]2[S:11]([C:14]2[CH:19]=[CH:18][CH:17]=[CH:16][CH:15]=2)(=[O:13])=[O:12])=[C:4]([C:20]2[O:21][C:22]([CH2:25]Cl)=[N:23][N:24]=2)[CH:3]=1.[CH3:27][C@H:28]1[O:33][C@@H:32]([CH3:34])[CH2:31][NH:30][CH2:29]1. (3) Given the product [Cl:33][C:10]1[C:11]2[CH:17]=[CH:16][C:15]([NH:18][CH2:19][CH2:20][N:21]([CH3:23])[CH3:22])=[N:14][C:12]=2[N:13]=[C:8]([C:6]2[CH:7]=[C:2]([Cl:1])[CH:3]=[CH:4][C:5]=2[F:25])[N:9]=1, predict the reactants needed to synthesize it. The reactants are: [Cl:1][C:2]1[CH:3]=[CH:4][C:5]([F:25])=[C:6]([C:8]2[N:9]=[C:10](O)[C:11]3[CH:17]=[CH:16][C:15]([NH:18][CH2:19][CH2:20][N:21]([CH3:23])[CH3:22])=[N:14][C:12]=3[N:13]=2)[CH:7]=1.C([O-])(O)=O.[Na+].P(Cl)(Cl)([Cl:33])=O.